Task: Predict the reactants needed to synthesize the given product.. Dataset: Full USPTO retrosynthesis dataset with 1.9M reactions from patents (1976-2016) (1) Given the product [Cl:1][C:2]1[CH:3]=[CH:4][C:5]2[N:11]3[C:12]([C:15]4[N:19]([CH3:20])[NH:18][NH:17][N:16]=4)=[CH:13][CH:14]=[C:10]3[C@@H:9]([CH2:21][CH2:22][C:23]([N:25]3[CH2:30][CH2:29][CH:28]([CH2:31][C:32]([OH:34])=[O:33])[CH2:27][CH2:26]3)=[O:24])[O:8][C@H:7]([C:37]3[CH:42]=[CH:41][CH:40]=[C:39]([O:43][CH3:44])[C:38]=3[O:45][CH3:46])[C:6]=2[CH:47]=1, predict the reactants needed to synthesize it. The reactants are: [Cl:1][C:2]1[CH:3]=[CH:4][C:5]2[N:11]3[C:12]([C:15]4[N:19]([CH3:20])[NH:18][NH:17][N:16]=4)=[CH:13][CH:14]=[C:10]3[C@@H:9]([CH2:21][CH2:22][C:23]([N:25]3[CH2:30][CH2:29][CH:28]([CH2:31][C:32]([O:34]CC)=[O:33])[CH2:27][CH2:26]3)=[O:24])[O:8][C@H:7]([C:37]3[CH:42]=[CH:41][CH:40]=[C:39]([O:43][CH3:44])[C:38]=3[O:45][CH3:46])[C:6]=2[CH:47]=1. (2) Given the product [N:1]([C:4]1[CH:5]=[CH:6][C:7]([C:8]([NH:30][CH2:23][C:24]2[CH:29]=[CH:28][CH:27]=[CH:26][CH:25]=2)=[O:10])=[CH:11][CH:12]=1)=[N+:2]=[N-:3], predict the reactants needed to synthesize it. The reactants are: [N:1]([C:4]1[CH:12]=[CH:11][C:7]([C:8]([OH:10])=O)=[CH:6][CH:5]=1)=[N+:2]=[N-:3].C1C=CC2N(O)N=NC=2C=1.[CH2:23]([NH2:30])[C:24]1[CH:29]=[CH:28][CH:27]=[CH:26][CH:25]=1.CCN=C=NCCCN(C)C.